Dataset: Reaction yield outcomes from USPTO patents with 853,638 reactions. Task: Predict the reaction yield, written as a fraction of the theoretical maximum amount of product (1.0 means a 100% yield; for example, 0.34 means a 34% yield). The reactants are C(O)(=O)C.[NH2:5][C:6]1[CH:7]=[C:8]([CH:21]=[CH:22][C:23]=1[NH:24][C:25]([C:27]1[O:28][C:29]([NH:32][C:33]2[CH:38]=[C:37]([F:39])[C:36]([F:40])=[CH:35][C:34]=2[F:41])=[N:30][N:31]=1)=O)[O:9][C@@H:10]1[CH2:15][CH2:14][C@H:13]([C:16]([O:18][CH2:19][CH3:20])=[O:17])[CH2:12][CH2:11]1. The catalyst is C(#N)C. The product is [F:41][C:34]1[CH:35]=[C:36]([F:40])[C:37]([F:39])=[CH:38][C:33]=1[NH:32][C:29]1[O:28][C:27]([C:25]2[NH:5][C:6]3[CH:7]=[C:8]([O:9][C@@H:10]4[CH2:15][CH2:14][C@H:13]([C:16]([O:18][CH2:19][CH3:20])=[O:17])[CH2:12][CH2:11]4)[CH:21]=[CH:22][C:23]=3[N:24]=2)=[N:31][N:30]=1. The yield is 0.650.